This data is from Reaction yield outcomes from USPTO patents with 853,638 reactions. The task is: Predict the reaction yield, written as a fraction of the theoretical maximum amount of product (1.0 means a 100% yield; for example, 0.34 means a 34% yield). The catalyst is ClCCl.O. The reactants are [Cl:1][C:2]1[CH:7]=[CH:6][CH:5]=[C:4]([N:8]=[C:9]=[O:10])[C:3]=1[Cl:11].Cl.[Cl:13][CH2:14][C:15]1([C:19]([O:21][CH2:22][CH3:23])=[O:20])[CH2:18][NH:17][CH2:16]1.C(N(CC)CC)C. The product is [Cl:13][CH2:14][C:15]1([C:19]([O:21][CH2:22][CH3:23])=[O:20])[CH2:18][N:17]([C:9]([NH:8][C:4]2[CH:5]=[CH:6][CH:7]=[C:2]([Cl:1])[C:3]=2[Cl:11])=[O:10])[CH2:16]1. The yield is 0.740.